This data is from Forward reaction prediction with 1.9M reactions from USPTO patents (1976-2016). The task is: Predict the product of the given reaction. Given the reactants [F:1][C:2]1[CH:7]=[CH:6][C:5]([C:8]2[N:9]=[N:10][C:11]([N:16]3[CH2:21][CH2:20][NH:19][C@H:18]([CH3:22])[CH2:17]3)=[C:12]([CH3:15])[C:13]=2[CH3:14])=[CH:4][CH:3]=1.[CH3:23][O:24][C:25]([C:27]1[CH:32]=[N:31][C:30](Cl)=[CH:29][N:28]=1)=[O:26].C(N(C(C)C)CC)(C)C, predict the reaction product. The product is: [CH3:23][O:24][C:25]([C:27]1[N:28]=[CH:29][C:30]([N:19]2[CH2:20][CH2:21][N:16]([C:11]3[N:10]=[N:9][C:8]([C:5]4[CH:4]=[CH:3][C:2]([F:1])=[CH:7][CH:6]=4)=[C:13]([CH3:14])[C:12]=3[CH3:15])[CH2:17][C@H:18]2[CH3:22])=[N:31][CH:32]=1)=[O:26].